Regression/Classification. Given a drug SMILES string, predict its absorption, distribution, metabolism, or excretion properties. Task type varies by dataset: regression for continuous measurements (e.g., permeability, clearance, half-life) or binary classification for categorical outcomes (e.g., BBB penetration, CYP inhibition). For this dataset (ppbr_az), we predict Y. From a dataset of Plasma protein binding rate (PPBR) regression data from AstraZeneca. (1) The molecule is NC1=NC(c2cccc(-c3cncnc3)c2)(c2ccnc(C(F)(F)F)c2)c2cccc(F)c21. The Y is 95.4 %. (2) The molecule is CC(=O)Nc1ccc(-c2ccnc(Nc3ccc(N4CCOCC4)cc3)n2)cc1. The Y is 93.2 %.